From a dataset of Reaction yield outcomes from USPTO patents with 853,638 reactions. Predict the reaction yield, written as a fraction of the theoretical maximum amount of product (1.0 means a 100% yield; for example, 0.34 means a 34% yield). The reactants are [CH2:1]([O:8][C:9]1[C:10]([NH:16][C:17]2[S:18][CH:19]=[C:20]([CH2:22][CH2:23][C:24]([O:26]C)=[O:25])[N:21]=2)=[N:11][CH:12]=[C:13]([Br:15])[CH:14]=1)[C:2]1[CH:7]=[CH:6][CH:5]=[CH:4][CH:3]=1.[OH-].[Na+]. The catalyst is C1COCC1.O. The product is [CH2:1]([O:8][C:9]1[C:10]([NH:16][C:17]2[S:18][CH:19]=[C:20]([CH2:22][CH2:23][C:24]([OH:26])=[O:25])[N:21]=2)=[N:11][CH:12]=[C:13]([Br:15])[CH:14]=1)[C:2]1[CH:7]=[CH:6][CH:5]=[CH:4][CH:3]=1. The yield is 0.980.